From a dataset of Full USPTO retrosynthesis dataset with 1.9M reactions from patents (1976-2016). Predict the reactants needed to synthesize the given product. (1) Given the product [CH:27]1([CH2:30][N:3]([C@@H:4]2[CH2:6][C@H:5]2[C:7]2[CH:21]=[CH:20][CH:19]=[C:9]([C:10](=[O:11])[NH:12][C:13]3[CH:14]=[N:15][N:16]([CH3:18])[CH:17]=3)[CH:8]=2)[C:42](=[O:43])[O:44][C:45]([CH3:46])([CH3:47])[CH3:48])[CH2:29][CH2:28]1, predict the reactants needed to synthesize it. The reactants are: Cl.Cl.[NH2:3][CH:4]1[CH2:6][CH:5]1[C:7]1[CH:8]=[C:9]([CH:19]=[CH:20][CH:21]=1)[C:10]([NH:12][C:13]1[CH:14]=[N:15][N:16]([CH3:18])[CH:17]=1)=[O:11].C(=O)([O-])O.[Na+].[CH:27]1([CH:30]=O)[CH2:29][CH2:28]1.[BH4-].[Na+].[C:42](O[C:42]([O:44][C:45]([CH3:48])([CH3:47])[CH3:46])=[O:43])([O:44][C:45]([CH3:48])([CH3:47])[CH3:46])=[O:43]. (2) Given the product [CH3:24][C:23]([CH3:26])([CH3:25])[CH2:22][N:21]1[C:16]2[C:17](=[N:18][C:13](/[CH:12]=[CH:11]/[CH2:10][CH2:9][OH:8])=[CH:14][CH:15]=2)[N:19]([CH3:28])[C:20]1=[O:27], predict the reactants needed to synthesize it. The reactants are: [Si]([O:8][CH2:9][CH2:10]/[CH:11]=[CH:12]/[C:13]1[N:18]=[C:17]2[N:19]([CH3:28])[C:20](=[O:27])[N:21]([CH2:22][C:23]([CH3:26])([CH3:25])[CH3:24])[C:16]2=[CH:15][CH:14]=1)(C(C)(C)C)(C)C.C1(C)C=CC(S(O)(=O)=O)=CC=1. (3) Given the product [CH3:36][C:12]1([CH3:11])[CH2:21][CH:20]=[C:19]([O:22][S:39]([C:38]([F:58])([F:57])[F:37])(=[O:41])=[O:40])[C:18]2[CH:17]=[C:16](/[CH:23]=[CH:24]/[C:25]3[CH:26]=[CH:27][C:28]([C:29]([O:31][CH2:32][CH3:33])=[O:30])=[CH:34][CH:35]=3)[CH:15]=[CH:14][C:13]1=2, predict the reactants needed to synthesize it. The reactants are: C[Si]([N-][Si](C)(C)C)(C)C.[Na+].[CH3:11][C:12]1([CH3:36])[CH2:21][CH2:20][C:19](=[O:22])[C:18]2[CH:17]=[C:16](/[CH:23]=[CH:24]/[C:25]3[CH:35]=[CH:34][C:28]([C:29]([O:31][CH2:32][CH3:33])=[O:30])=[CH:27][CH:26]=3)[CH:15]=[CH:14][C:13]1=2.[F:37][C:38]([F:58])([F:57])[S:39](N(C1C=CC(Cl)=CN=1)[S:39]([C:38]([F:58])([F:57])[F:37])(=[O:41])=[O:40])(=[O:41])=[O:40]. (4) Given the product [CH3:1][NH:3][C:51]([C:50]1[CH:54]=[CH:55][C:47]([C:45]([NH:44][C:40]2[CH:41]=[CH:42][CH:43]=[C:38]([C:29]3[C:30]4[C:25](=[CH:24][C:23]([O:22][CH3:21])=[C:32]5[O:33][C:34]([CH3:36])([CH3:37])[CH2:35][C:31]5=4)[CH2:26][C:27]([CH3:56])([CH3:57])[N:28]=3)[CH:39]=2)=[O:46])=[CH:48][CH:49]=1)=[O:52], predict the reactants needed to synthesize it. The reactants are: [CH2:1]([N:3](CC)CC)C.Cl.C(N=C=NCCCN(C)C)C.Cl.[CH3:21][O:22][C:23]1[CH:24]=[C:25]2[C:30](=[C:31]3[CH2:35][C:34]([CH3:37])([CH3:36])[O:33][C:32]=13)[C:29]([C:38]1[CH:39]=[C:40]([NH:44][C:45]([C:47]3[CH:55]=[CH:54][C:50]([C:51](O)=[O:52])=[CH:49][CH:48]=3)=[O:46])[CH:41]=[CH:42][CH:43]=1)=[N:28][C:27]([CH3:57])([CH3:56])[CH2:26]2.CN.CO.ON1C2C=CC=CC=2N=N1. (5) Given the product [C:1]([N:8]1[C@@H:9]([CH2:10][C:11]2[CH:12]=[CH:13][CH:14]=[CH:15][CH:16]=2)[C:17](=[O:19])[O:18][CH2:20]1)([O:3][C:4]([CH3:5])([CH3:7])[CH3:6])=[O:2], predict the reactants needed to synthesize it. The reactants are: [C:1]([NH:8][C@H:9]([C:17]([OH:19])=[O:18])[CH2:10][C:11]1[CH:16]=[CH:15][CH:14]=[CH:13][CH:12]=1)([O:3][C:4]([CH3:7])([CH3:6])[CH3:5])=[O:2].[CH2:20]=O. (6) Given the product [CH3:29][N:28]1[CH:27]=[N:26][N:25]=[C:24]1[S:23][C:9]1[CH:10]=[C:11]2[C:6](=[CH:7][CH:8]=1)[N:5]=[CH:4][N:3]=[C:2]2[NH:22][C:14]1[S:15][C:16]2[C:21]([N:13]=1)=[CH:20][CH:19]=[CH:18][N:17]=2, predict the reactants needed to synthesize it. The reactants are: Cl[C:2]1[C:11]2[C:6](=[CH:7][CH:8]=[C:9](I)[CH:10]=2)[N:5]=[CH:4][N:3]=1.[N:13]1[C:21]2[C:16](=[N:17][CH:18]=[CH:19][CH:20]=2)[S:15][C:14]=1[NH2:22].[SH:23][C:24]1[N:28]([CH3:29])[CH:27]=[N:26][N:25]=1. (7) Given the product [CH:1]([C:4]1[N:8]([C:9]2[N:17]=[C:16]3[C:12]([N:13]=[C:14]([C:19]4([O:25][CH3:26])[CH2:24][CH2:23][CH2:22][N:21]([CH2:38][C:39]([NH2:41])=[O:40])[CH2:20]4)[N:15]3[CH3:18])=[C:11]([N:27]3[CH2:28][CH2:29][O:30][CH2:31][CH2:32]3)[N:10]=2)[C:7]2[CH:33]=[CH:34][CH:35]=[CH:36][C:6]=2[N:5]=1)([CH3:3])[CH3:2], predict the reactants needed to synthesize it. The reactants are: [CH:1]([C:4]1[N:8]([C:9]2[N:17]=[C:16]3[C:12]([N:13]=[C:14]([C:19]4([O:25][CH3:26])[CH2:24][CH2:23][CH2:22][NH:21][CH2:20]4)[N:15]3[CH3:18])=[C:11]([N:27]3[CH2:32][CH2:31][O:30][CH2:29][CH2:28]3)[N:10]=2)[C:7]2[CH:33]=[CH:34][CH:35]=[CH:36][C:6]=2[N:5]=1)([CH3:3])[CH3:2].Br[CH2:38][C:39]([NH2:41])=[O:40].[I-].[Na+].C([O-])([O-])=O.[K+].[K+].